The task is: Predict which catalyst facilitates the given reaction.. This data is from Catalyst prediction with 721,799 reactions and 888 catalyst types from USPTO. (1) Reactant: Cl[C:2]1[CH:7]=[C:6]([CH2:8][S:9]([CH3:12])(=[O:11])=[O:10])[N:5]=[C:4]([C:13]2[CH:14]=[C:15]3[C:19](=[CH:20][CH:21]=2)[NH:18][CH:17]=[CH:16]3)[N:3]=1.CCN(C(C)C)C(C)C.[CH3:31][C@@H:32]1[NH:37][CH2:36][CH2:35][O:34][CH2:33]1. Product: [CH3:31][C@H:32]1[CH2:33][O:34][CH2:35][CH2:36][N:37]1[N:5]1[C:6]([CH2:8][S:9]([CH3:12])(=[O:11])=[O:10])=[CH:7][CH:2]=[N:3][CH:4]1[C:13]1[CH:14]=[C:15]2[C:19](=[CH:20][CH:21]=1)[NH:18][CH:17]=[CH:16]2. The catalyst class is: 1. (2) Reactant: [C:1]([C:5]1[CH:10]=[CH:9][C:8]([C:11]2[CH:12]=[C:13]([C:16]3[CH:21]=[CH:20][C:19]([O:22][CH3:23])=[CH:18][CH:17]=3)[NH:14][CH:15]=2)=[CH:7][CH:6]=1)([CH3:4])([CH3:3])[CH3:2].[CH3:24][O:25][C:26]1[CH:34]=[CH:33][CH:32]=[CH:31][C:27]=1[C:28](Cl)=[O:29]. Product: [CH3:24][O:25][C:26]1[CH:34]=[CH:33][CH:32]=[CH:31][C:27]=1[C:28]([C:15]1[NH:14][C:13]([C:16]2[CH:17]=[CH:18][C:19]([O:22][CH3:23])=[CH:20][CH:21]=2)=[CH:12][C:11]=1[C:8]1[CH:7]=[CH:6][C:5]([C:1]([CH3:4])([CH3:2])[CH3:3])=[CH:10][CH:9]=1)=[O:29]. The catalyst class is: 11. (3) Reactant: C(OC(=O)[NH:7][CH2:8][CH:9]([NH:16][C:17]1[N:22]=[C:21]([C:23]2[C:31]3[C:26](=[N:27][C:28]([NH:32][CH2:33][CH2:34][N:35]4[CH2:40][CH2:39][O:38][CH2:37][CH2:36]4)=[N:29][CH:30]=3)[NH:25][N:24]=2)[CH:20]=[CH:19][N:18]=1)[C:10]1[CH:15]=[CH:14][CH:13]=[CH:12][CH:11]=1)(C)(C)C.Cl. Product: [N:35]1([CH2:34][CH2:33][NH:32][C:28]2[N:27]=[C:26]3[NH:25][N:24]=[C:23]([C:21]4[CH:20]=[CH:19][N:18]=[C:17]([NH:16][CH:9]([C:10]5[CH:15]=[CH:14][CH:13]=[CH:12][CH:11]=5)[CH2:8][NH2:7])[N:22]=4)[C:31]3=[CH:30][N:29]=2)[CH2:40][CH2:39][O:38][CH2:37][CH2:36]1. The catalyst class is: 14. (4) Reactant: [CH3:1][N:2]([CH3:17])[C:3]([C:5]1[CH:14]=[CH:13][C:12]2[C:7](=[CH:8][CH:9]=[CH:10][C:11]=2[CH2:15][NH2:16])[CH:6]=1)=[O:4].[C:18]([O:22][C:23](O[C:23]([O:22][C:18]([CH3:21])([CH3:20])[CH3:19])=[O:24])=[O:24])([CH3:21])([CH3:20])[CH3:19]. Product: [C:18]([O:22][C:23](=[O:24])[NH:16][CH2:15][C:11]1[C:12]2[C:7](=[CH:6][C:5]([C:3](=[O:4])[N:2]([CH3:17])[CH3:1])=[CH:14][CH:13]=2)[CH:8]=[CH:9][CH:10]=1)([CH3:21])([CH3:20])[CH3:19]. The catalyst class is: 2. (5) Reactant: [Br:1][C:2]1[C:10]2[O:9][CH:8]=[CH:7][C:6]=2[CH:5]=[C:4]([OH:11])[CH:3]=1.C1(C)C=CC(S([O-])(=O)=O)=CC=1.[NH+]1C=CC=CC=1.[O:29]1[CH:34]=[CH:33][CH2:32][CH2:31][CH2:30]1. Product: [Br:1][C:2]1[C:10]2[O:9][CH:8]=[CH:7][C:6]=2[CH:5]=[C:4]([O:11][CH:30]2[CH2:31][CH2:32][CH2:33][CH2:34][O:29]2)[CH:3]=1. The catalyst class is: 4. (6) Reactant: [CH3:1][N:2]([S:15]([C:18]1[S:19][CH:20]=[CH:21][CH:22]=1)(=[O:17])=[O:16])[C:3]1[CH:4]=[CH:5][CH:6]=[C:7]2[C:11]=1[NH:10][C:9]([C:12](O)=[O:13])=[CH:8]2.[NH2:23][CH2:24][C:25]1([S:38][CH2:39][C:40]2[CH:45]=[CH:44][CH:43]=[CH:42][CH:41]=2)[CH2:30][CH2:29][N:28]([C:31]([O:33][C:34]([CH3:37])([CH3:36])[CH3:35])=[O:32])[CH2:27][CH2:26]1.N1(O)C2C=CC=CC=2N=N1.Cl.CN(C)CCCN=C=NCC.C(=O)([O-])O.[Na+]. Product: [CH2:39]([S:38][C:25]1([CH2:24][NH:23][C:12]([C:9]2[NH:10][C:11]3[C:7]([CH:8]=2)=[CH:6][CH:5]=[CH:4][C:3]=3[N:2]([CH3:1])[S:15]([C:18]2[S:19][CH:20]=[CH:21][CH:22]=2)(=[O:16])=[O:17])=[O:13])[CH2:26][CH2:27][N:28]([C:31]([O:33][C:34]([CH3:37])([CH3:36])[CH3:35])=[O:32])[CH2:29][CH2:30]1)[C:40]1[CH:41]=[CH:42][CH:43]=[CH:44][CH:45]=1. The catalyst class is: 7.